From a dataset of Forward reaction prediction with 1.9M reactions from USPTO patents (1976-2016). Predict the product of the given reaction. (1) Given the reactants [CH2:1]([C:3]1[CH:10]=[CH:9][C:6]([CH:7]=O)=[CH:5][CH:4]=1)[CH3:2].[NH2:11][C:12]1[S:13][C:14]([S:17]([C:20]2[CH:25]=[CH:24][C:23]([N+:26]([O-:28])=[O:27])=[CH:22][CH:21]=2)(=[O:19])=[O:18])=[CH:15][N:16]=1.C[O:30][C:31](=O)[C:32](=[O:41])[CH2:33][C:34]([C:36]1[O:37][CH:38]=[CH:39][CH:40]=1)=[O:35], predict the reaction product. The product is: [CH2:1]([C:3]1[CH:10]=[CH:9][C:6]([CH:7]2[N:11]([C:12]3[S:13][C:14]([S:17]([C:20]4[CH:21]=[CH:22][C:23]([N+:26]([O-:28])=[O:27])=[CH:24][CH:25]=4)(=[O:18])=[O:19])=[CH:15][N:16]=3)[C:31](=[O:30])[C:32]([OH:41])=[C:33]2[C:34]([C:36]2[O:37][CH:38]=[CH:39][CH:40]=2)=[O:35])=[CH:5][CH:4]=1)[CH3:2]. (2) Given the reactants [NH2:1][C:2]1[C:7]([F:8])=[C:6](Cl)[N:5]=[C:4]([C:10]([O:12][CH3:13])=[O:11])[C:3]=1[O:14][CH3:15].CC1(C)C(C)(C)OB([C:24]2[CH:31]=[CH:30][C:27]([CH:28]=[O:29])=[CH:26][CH:25]=2)O1.[F-].[K+].CC#N, predict the reaction product. The product is: [NH2:1][C:2]1[C:7]([F:8])=[C:6]([C:24]2[CH:31]=[CH:30][C:27]([CH:28]=[O:29])=[CH:26][CH:25]=2)[N:5]=[C:4]([C:10]([O:12][CH3:13])=[O:11])[C:3]=1[O:14][CH3:15]. (3) Given the reactants [F:1][C:2]([F:18])([F:17])[C:3]1[CH:8]=[CH:7][C:6]([NH:9][C:10]([N:12]2[CH2:15][CH:14]([NH2:16])[CH2:13]2)=[O:11])=[CH:5][CH:4]=1.[F:19][C:20]1[CH:21]=[C:22]2[C:26](=[CH:27][CH:28]=1)[C:25](=O)[CH2:24][CH2:23]2, predict the reaction product. The product is: [F:18][C:2]([F:17])([F:1])[C:3]1[CH:4]=[CH:5][C:6]([NH:9][C:10]([N:12]2[CH2:13][CH:14]([NH:16][CH:25]3[C:26]4[C:22](=[CH:21][C:20]([F:19])=[CH:28][CH:27]=4)[CH2:23][CH2:24]3)[CH2:15]2)=[O:11])=[CH:7][CH:8]=1. (4) Given the reactants C([NH:4][C:5]1[S:6][CH:7]=[C:8]([C:10]2[NH:11][C:12]([CH3:29])=[C:13]([C:24]([O:26][CH2:27][CH3:28])=[O:25])[CH:14]([C:16]3[CH:21]=[CH:20][C:19]([F:22])=[CH:18][C:17]=3[Cl:23])[N:15]=2)[N:9]=1)(=O)C.Cl, predict the reaction product. The product is: [NH2:4][C:5]1[S:6][CH:7]=[C:8]([C:10]2[NH:11][C:12]([CH3:29])=[C:13]([C:24]([O:26][CH2:27][CH3:28])=[O:25])[CH:14]([C:16]3[CH:21]=[CH:20][C:19]([F:22])=[CH:18][C:17]=3[Cl:23])[N:15]=2)[N:9]=1. (5) Given the reactants [Cl:1][C:2]1[CH:3]=[C:4]([CH:32]=[CH:33][C:34]=1[Cl:35])[CH2:5][NH:6][C:7]([C:9]1[N:10]=[C:11]2[N:19]([CH2:20][CH2:21][N:22]3[CH2:27][CH2:26][NH:25][CH2:24][CH2:23]3)[C:18]3[CH:28]=[CH:29][CH:30]=[CH:31][C:17]=3[N:12]2[C:13](=[O:16])[C:14]=1[OH:15])=[O:8].C(N(CC)CC)C.[S:43](Cl)([CH3:46])(=[O:45])=[O:44], predict the reaction product. The product is: [Cl:1][C:2]1[CH:3]=[C:4]([CH:32]=[CH:33][C:34]=1[Cl:35])[CH2:5][NH:6][C:7]([C:9]1[N:10]=[C:11]2[N:19]([CH2:20][CH2:21][N:22]3[CH2:23][CH2:24][N:25]([S:43]([CH3:46])(=[O:45])=[O:44])[CH2:26][CH2:27]3)[C:18]3[CH:28]=[CH:29][CH:30]=[CH:31][C:17]=3[N:12]2[C:13](=[O:16])[C:14]=1[O:15][S:43]([CH3:46])(=[O:45])=[O:44])=[O:8]. (6) Given the reactants Cl.[O:2]=[S:3]1(=[O:37])[CH2:8][CH:7]=[C:6]([C:9]2[CH:18]=[CH:17][C:16]3[C:11](=[CH:12][CH:13]=[C:14]([O:19]C)[CH:15]=3)[C:10]=2[O:21][C:22]2[CH:36]=[CH:35][C:25]([O:26][CH2:27][CH2:28][N:29]3[CH2:34][CH2:33][CH2:32][CH2:31][CH2:30]3)=[CH:24][CH:23]=2)[CH2:5][CH2:4]1.B(Br)(Br)Br.CO, predict the reaction product. The product is: [O:37]=[S:3]1(=[O:2])[CH2:4][CH:5]=[C:6]([C:9]2[C:10]([O:21][C:22]3[CH:23]=[CH:24][C:25]([O:26][CH2:27][CH2:28][N:29]4[CH2:30][CH2:31][CH2:32][CH2:33][CH2:34]4)=[CH:35][CH:36]=3)=[C:11]3[C:16](=[CH:17][CH:18]=2)[CH:15]=[C:14]([OH:19])[CH:13]=[CH:12]3)[CH2:7][CH2:8]1. (7) Given the reactants [Cl:1][C:2]1[CH:10]=[CH:9][C:5](C(O)=O)=[CH:4][C:3]=1[C:11]([F:14])([F:13])[F:12].C(N(CC)CC)C.C1(OP(N=[N+]=[N-])(=O)OC2C=CC=CC=2)C=CC=CC=1.ClC1C=CC([C:46]([N:48]=[N+]=[N-])=[O:47])=CC=1C(F)(F)F.[NH2:57][C:58]1[CH:63]=[CH:62][C:61]([C:64]2[CH:72]=[CH:71][C:70]([C:73]3[NH:74][C:75]([CH3:78])=[CH:76][N:77]=3)=[C:69]3[C:65]=2[CH2:66][NH:67][C:68]3=[O:79])=[C:60]([F:80])[CH:59]=1, predict the reaction product. The product is: [Cl:1][C:2]1[CH:10]=[CH:9][C:5]([NH:48][C:46]([NH:57][C:58]2[CH:63]=[CH:62][C:61]([C:64]3[CH:72]=[CH:71][C:70]([C:73]4[NH:74][C:75]([CH3:78])=[CH:76][N:77]=4)=[C:69]4[C:65]=3[CH2:66][NH:67][C:68]4=[O:79])=[C:60]([F:80])[CH:59]=2)=[O:47])=[CH:4][C:3]=1[C:11]([F:12])([F:13])[F:14].